This data is from Full USPTO retrosynthesis dataset with 1.9M reactions from patents (1976-2016). The task is: Predict the reactants needed to synthesize the given product. (1) The reactants are: C([NH:4][C:5]1([CH2:18][CH3:19])[CH2:10][CH2:9][N:8]([CH2:11][C:12]2[CH:17]=[CH:16][CH:15]=[CH:14][CH:13]=2)[CH2:7][CH2:6]1)(=O)C.[OH-].[Na+]. Given the product [NH2:4][C:5]1([CH2:18][CH3:19])[CH2:10][CH2:9][N:8]([CH2:11][C:12]2[CH:17]=[CH:16][CH:15]=[CH:14][CH:13]=2)[CH2:7][CH2:6]1, predict the reactants needed to synthesize it. (2) Given the product [CH:20]1([CH2:18][N:17]([C:23]2[CH:28]=[C:27]([O:29][CH3:30])[CH:26]=[CH:25][C:24]=2[CH:31]2[CH2:40][CH2:39][C:38]3[C:33](=[CH:34][CH:35]=[C:36]([O:41][CH3:42])[CH:37]=3)[CH2:32]2)[CH2:16][CH2:15][C:12]2[CH:13]=[CH:14][C:9]([OH:8])=[CH:10][CH:11]=2)[CH2:22][CH2:21]1, predict the reactants needed to synthesize it. The reactants are: [Si]([O:8][C:9]1[CH:14]=[CH:13][C:12]([CH2:15][CH2:16][N:17]([C:23]2[CH:28]=[C:27]([O:29][CH3:30])[CH:26]=[CH:25][C:24]=2[CH:31]2[CH2:40][CH2:39][C:38]3[C:33](=[CH:34][CH:35]=[C:36]([O:41][CH3:42])[CH:37]=3)[CH2:32]2)[C:18]([CH:20]2[CH2:22][CH2:21]2)=O)=[CH:11][CH:10]=1)(C(C)(C)C)(C)C.[Si](OC1C=CC(CCN(CC2CC2)C2C=C(OC)C=CC=2C2CCC3C(=CC=C(OC)C=3)C2)=CC=1)(C(C)(C)C)(C)C.[F-].C([N+](CCCC)(CCCC)CCCC)CCC. (3) Given the product [Br:1][C:2]1[S:3][C:4]([C:15]2[NH:16][CH:25]=[C:26]([CH3:27])[N:17]=2)=[C:5]([C:7]2[CH:12]=[CH:11][C:10]([Cl:13])=[CH:9][C:8]=2[Cl:14])[N:6]=1, predict the reactants needed to synthesize it. The reactants are: [Br:1][C:2]1[S:3][C:4]([C:15](=[NH:17])[NH2:16])=[C:5]([C:7]2[CH:12]=[CH:11][C:10]([Cl:13])=[CH:9][C:8]=2[Cl:14])[N:6]=1.C(=O)([O-])[O-].[K+].[K+].Cl[CH2:25][C:26](=O)[CH3:27]. (4) Given the product [CH3:70][O:69][C:61]1[CH:62]=[CH:63][C:64]2[O:65][C:66]3[C:57](=[CH:56][C:55]([C:40]4[CH:45]=[N:44][CH:43]=[N:42][CH:41]=4)=[CH:68][CH:67]=3)[C:58](=[O:71])[C:59]=2[CH:60]=1, predict the reactants needed to synthesize it. The reactants are: CC(C1C=C(C(C)C)C(C2C=CC=CC=2P(C2CCCCC2)C2CCCCC2)=C(C(C)C)C=1)C.C([Sn](CCCC)(CCCC)[C:40]1[CH:41]=[N:42][CH:43]=[N:44][CH:45]=1)CCC.Br[C:55]1[CH:68]=[CH:67][C:66]2[O:65][C:64]3[C:59](=[CH:60][C:61]([O:69][CH3:70])=[CH:62][CH:63]=3)[C:58](=[O:71])[C:57]=2[CH:56]=1.